This data is from Forward reaction prediction with 1.9M reactions from USPTO patents (1976-2016). The task is: Predict the product of the given reaction. Given the reactants [C:1]12([C:11](O)=[O:12])[CH2:10][CH:5]3[CH2:6][CH:7]([CH2:9][CH:3]([CH2:4]3)[CH2:2]1)[CH2:8]2.Br.[C:15]([O:19][C:20](=[O:30])[CH2:21][N:22]1[C:26]([CH3:27])=[C:25]([CH3:28])[S:24][C:23]1=[NH:29])([CH3:18])([CH3:17])[CH3:16], predict the reaction product. The product is: [C:15]([O:19][C:20](=[O:30])[CH2:21][N:22]1[C:26]([CH3:27])=[C:25]([CH3:28])[S:24][C:23]1=[N:29][C:11]([C:1]12[CH2:10][CH:5]3[CH2:4][CH:3]([CH2:9][CH:7]([CH2:6]3)[CH2:8]1)[CH2:2]2)=[O:12])([CH3:18])([CH3:16])[CH3:17].